This data is from Forward reaction prediction with 1.9M reactions from USPTO patents (1976-2016). The task is: Predict the product of the given reaction. (1) Given the reactants CS(O)(=O)=O.[C:6]1([C:32]2[CH:37]=[CH:36][CH:35]=[CH:34][CH:33]=2)[CH:11]=[CH:10][C:9]([N:12]2[C:20]3[C:15](=[CH:16][CH:17]=[CH:18][CH:19]=3)[C:14]([NH:21][C:22]3[CH:27]=[CH:26][CH:25]=[CH:24][C:23]=3[C:28](O)([CH3:30])[CH3:29])=[CH:13]2)=[CH:8][CH:7]=1.C(O)C, predict the reaction product. The product is: [C:6]1([C:32]2[CH:37]=[CH:36][CH:35]=[CH:34][CH:33]=2)[CH:11]=[CH:10][C:9]([N:12]2[C:13]3[C:28]([CH3:30])([CH3:29])[C:23]4[C:22](=[CH:27][CH:26]=[CH:25][CH:24]=4)[NH:21][C:14]=3[C:15]3[C:20]2=[CH:19][CH:18]=[CH:17][CH:16]=3)=[CH:8][CH:7]=1. (2) Given the reactants Br[CH2:2][C:3]1[CH:7]=[C:6]([C:8]([F:11])([F:10])[F:9])[N:5]([C:12]2[CH:17]=[CH:16][CH:15]=[CH:14][CH:13]=2)[N:4]=1.[C:18]([O:22][C:23]([N:25]1[C:33]2[C:28](=[CH:29][C:30]([OH:34])=[CH:31][CH:32]=2)[CH2:27][CH2:26]1)=[O:24])([CH3:21])([CH3:20])[CH3:19].C(=O)([O-])[O-].[K+].[K+], predict the reaction product. The product is: [C:18]([O:22][C:23]([N:25]1[C:33]2[C:28](=[CH:29][C:30]([O:34][CH2:2][C:3]3[CH:7]=[C:6]([C:8]([F:11])([F:10])[F:9])[N:5]([C:12]4[CH:17]=[CH:16][CH:15]=[CH:14][CH:13]=4)[N:4]=3)=[CH:31][CH:32]=2)[CH2:27][CH2:26]1)=[O:24])([CH3:21])([CH3:19])[CH3:20]. (3) Given the reactants [CH3:1][C:2]1[CH:11]=[C:10]([OH:12])[C:9]2[C:4](=[CH:5][CH:6]=[CH:7][CH:8]=2)[N:3]=1.NC1C=CC=CC=1.[Br:20][CH2:21][CH2:22][CH2:23]Br.C(=O)([O-])[O-].[K+].[K+], predict the reaction product. The product is: [CH3:1][C:2]1[CH:11]=[C:10]([O:12][CH2:23][CH2:22][CH2:21][Br:20])[C:9]2[C:4](=[CH:5][CH:6]=[CH:7][CH:8]=2)[N:3]=1. (4) Given the reactants [CH3:1][C:2]1[C:7]([CH3:8])=[C:6]([CH3:9])[NH:5][C:4](=O)[CH:3]=1.CN(C)C1C=CC=CC=1.O=P(Cl)(Cl)[Cl:22], predict the reaction product. The product is: [Cl:22][C:4]1[N:5]=[C:6]([CH3:9])[C:7]([CH3:8])=[C:2]([CH3:1])[CH:3]=1. (5) Given the reactants [Br:1][C:2]1[C:7]([C:8]([OH:10])=O)=[CH:6][C:5]([NH:11][C:12]([NH:14][CH2:15][CH3:16])=[O:13])=[N:4][CH:3]=1.CN(C(ON1N=NC2C=CC=NC1=2)=[N+](C)C)C.F[P-](F)(F)(F)(F)F.CCN(C(C)C)C(C)C.[C:50]([NH:58][NH2:59])(=[O:57])[C:51]1[CH:56]=[CH:55][N:54]=[CH:53][CH:52]=1.Cl, predict the reaction product. The product is: [Br:1][C:2]1[C:7]([C:8]([NH:59][NH:58][C:50](=[O:57])[C:51]2[CH:56]=[CH:55][N:54]=[CH:53][CH:52]=2)=[O:10])=[CH:6][C:5]([NH:11][C:12]([NH:14][CH2:15][CH3:16])=[O:13])=[N:4][CH:3]=1. (6) Given the reactants [CH2:1]([O:5][CH2:6][CH2:7][O:8][C:9]1[CH:14]=[CH:13][C:12]([C:15]2[CH:16]=[CH:17][C:18]3[N:24]([CH2:25][CH:26]([CH3:28])[CH3:27])[CH2:23][CH2:22][C:21]([C:29]([NH:31][C:32]4[CH:37]=[CH:36][C:35]([S:38][CH2:39][C:40]5[N:41]([CH2:45][CH2:46][CH2:47][CH2:48][CH3:49])[CH:42]=[CH:43][N:44]=5)=[CH:34][CH:33]=4)=[O:30])=[CH:20][C:19]=3[CH:50]=2)=[CH:11][CH:10]=1)[CH2:2][CH2:3][CH3:4].ClC1C=CC=C(C(OO)=[O:59])C=1.S([O-])([O-])(=O)=S.[Na+].[Na+], predict the reaction product. The product is: [CH2:1]([O:5][CH2:6][CH2:7][O:8][C:9]1[CH:10]=[CH:11][C:12]([C:15]2[CH:16]=[CH:17][C:18]3[N:24]([CH2:25][CH:26]([CH3:27])[CH3:28])[CH2:23][CH2:22][C:21]([C:29]([NH:31][C:32]4[CH:33]=[CH:34][C:35]([S:38]([CH2:39][C:40]5[N:41]([CH2:45][CH2:46][CH2:47][CH2:48][CH3:49])[CH:42]=[CH:43][N:44]=5)=[O:59])=[CH:36][CH:37]=4)=[O:30])=[CH:20][C:19]=3[CH:50]=2)=[CH:13][CH:14]=1)[CH2:2][CH2:3][CH3:4].